Task: Regression. Given two drug SMILES strings and cell line genomic features, predict the synergy score measuring deviation from expected non-interaction effect.. Dataset: NCI-60 drug combinations with 297,098 pairs across 59 cell lines (1) Drug 1: C1CC(=O)NC(=O)C1N2CC3=C(C2=O)C=CC=C3N. Drug 2: CC12CCC3C(C1CCC2OP(=O)(O)O)CCC4=C3C=CC(=C4)OC(=O)N(CCCl)CCCl.[Na+]. Cell line: CAKI-1. Synergy scores: CSS=5.96, Synergy_ZIP=-2.48, Synergy_Bliss=-0.413, Synergy_Loewe=1.04, Synergy_HSA=1.31. (2) Drug 1: C1=CN(C(=O)N=C1N)C2C(C(C(O2)CO)O)O.Cl. Drug 2: C(CCl)NC(=O)N(CCCl)N=O. Cell line: HOP-62. Synergy scores: CSS=56.0, Synergy_ZIP=-0.248, Synergy_Bliss=-0.591, Synergy_Loewe=-39.1, Synergy_HSA=0.310. (3) Drug 1: CC12CCC3C(C1CCC2=O)CC(=C)C4=CC(=O)C=CC34C. Drug 2: CCCCC(=O)OCC(=O)C1(CC(C2=C(C1)C(=C3C(=C2O)C(=O)C4=C(C3=O)C=CC=C4OC)O)OC5CC(C(C(O5)C)O)NC(=O)C(F)(F)F)O. Cell line: NCI/ADR-RES. Synergy scores: CSS=35.2, Synergy_ZIP=0.560, Synergy_Bliss=1.43, Synergy_Loewe=2.49, Synergy_HSA=2.33.